Dataset: Experimentally validated miRNA-target interactions with 360,000+ pairs, plus equal number of negative samples. Task: Binary Classification. Given a miRNA mature sequence and a target amino acid sequence, predict their likelihood of interaction. (1) Result: 0 (no interaction). The protein sequence of the target gene is MVIIGPRGPGSQRLLLSLLLLAAWEVGSGQLHYSVYEEAKHGTFVGRIAQDLGLELAELVPRLFRVASKRHGDLLEVNLQNGILFVNSRIDREKLCGRSAECSIHLEVIVDRPLQVFHVDVEVKDINDNPPVFREREQKVPVSESAPLDSHFPLEGASDADIGVNSLLTYALSLNENFELKIKTKKDKSILPELVLRKLLDREQTPKLNLLLMVIDGGKPELTGSVQIQITVLDVNDNGPAFDKPSYKVVLSENVQNDTRVIQLNASDPDEGLNGEISYGIKMILPVSEKCMFSINPDTG.... The miRNA is hsa-miR-3646 with sequence AAAAUGAAAUGAGCCCAGCCCA. (2) The miRNA is hsa-miR-210-3p with sequence CUGUGCGUGUGACAGCGGCUGA. The protein sequence of the target gene is MRILKRFLACIQLLCVCRLDWANGYYRQQRKLVEEIGWSYTGALNQKNWGKKYPTCNSPKQSPINIDEDLTQVNVNLKKLKFQGWDKTSLENTFIHNTGKTVEINLTNDYRVSGGVSEMVFKASKITFHWGKCNMSSDGSEHSLEGQKFPLEMQIYCFDADRFSSFEEAVKGKGKLRALSILFEVGTEENLDFKAIIDGVESVSRFGKQAALDPFILLNLLPNSTDKYYIYNGSLTSPPCTDTVDWIVFKDTVSISESQLAVFCEVLTMQQSGYVMLMDYLQNNFREQQYKFSRQVFSSY.... Result: 0 (no interaction). (3) The miRNA is hsa-miR-373-5p with sequence ACUCAAAAUGGGGGCGCUUUCC. The protein sequence of the target gene is MMAAAPIQQNGTHTGVPIDLDPPDSRKRPLEAPPEAGSTKRTNTGEDGQYFLKVLIPSYAAGSIIGKGGQTIVQLQKETGATIKLSKSKDFYPGTTERVCLIQGTVEALNAVHGFIAEKIREMPQNVAKTEPVSILQPQTTVNPDRIKQTLPSSPTTTKSSPSDPMTTSRANQVKIIVPNSTAGLIIGKGGATVKAVMEQSGAWVQLSQKPDGINLQERVVTVSGEPEQNRKAVELIIQKIQEDPQSGSCLNISYANVTGPVANSNPTGSPYANTAEVLPTAAAAAGLLGHANLAGVAAF.... Result: 0 (no interaction). (4) The miRNA is mmu-miR-124-3p with sequence UAAGGCACGCGGUGAAUGCC. The protein sequence of the target gene is MMVHCAGCERPILDRFLLNVLDRAWHIKCVQCCECKTNLSEKCFSREGKLYCKNDFFRRFGTKCAGCAQGISPSDLVRKARSKVFHLNCFTCMVCNKQLSTGEELYVIDENKFVCKDDYLSSSSLKEGSLNSVSSCTDRSLSPDLQDPLQDDPKETDNSTSSDKETANNENEEQNSGTKRRGPRTTIKAKQLETLKAAFAATPKPTRHIREQLAQETGLNMRVIQVWFQNRRSKERRMKQLSALGARRHAFFRSPRRMRPLGGRLDESEMLGSTPYTYYGDYQSDYYAPGGNYDFFAHGP.... Result: 1 (interaction). (5) The miRNA is mmu-miR-804 with sequence UGUGAGUUGUUCCUCACCUGGA. The protein sequence of the target gene is MRRAAGMEDYSAEEEESWYDHQDLEQDLHLAAELGKTLLERNKELEESLQQMYSTNEEQVHEIEYLTKQLDTLRLVNEQHAKVYEQLDLTARDLELTNQRLVMESKAAQQKIHGLTETIERLQSQVEELQAQVEQLRGLEQLRIRREKRERRRTIHTFPCLKELCTSSRCEDAFRLHSSSLELGPRPLEQENERLQTLVGVLRSQVSQERQRKERAEREYTVVLQEYTELERQLCEMEGCRLRVQELEAELLELQQMKQAKTYLLAREEHLAEALLAPLTQAPEADDPQPGSGDDSNAQD.... Result: 1 (interaction).